Dataset: Catalyst prediction with 721,799 reactions and 888 catalyst types from USPTO. Task: Predict which catalyst facilitates the given reaction. (1) Reactant: [Cl:1][C:2]1[N:7]=[C:6](Cl)[CH:5]=[CH:4][N:3]=1.[CH3:9][C:10]1[O:11][C:12]2[CH:18]=[CH:17][C:16](N)=[CH:15][C:13]=2[N:14]=1.CC[N:22](CC)CC. Product: [Cl:1][C:2]1[N:7]=[C:6]([NH:22][C:17]2[CH:16]=[CH:15][C:13]3[N:14]=[C:10]([CH3:9])[O:11][C:12]=3[CH:18]=2)[CH:5]=[CH:4][N:3]=1. The catalyst class is: 14. (2) Reactant: C(N(CC)CC)C.[NH2:8][C@@H:9]1[CH2:15][CH2:14][C@@H:13]([C:16]2[CH:21]=[CH:20][CH:19]=[C:18]([F:22])[C:17]=2[F:23])[CH2:12][N:11]([CH2:24][C:25]([F:28])([F:27])[F:26])[C:10]1=[O:29].Cl[C:31](OC1C=CC([N+]([O-])=O)=CC=1)=[O:32].[NH:43]1[CH2:48][CH2:47][CH:46]([C:49]2[C:50](=[O:55])[NH:51][N:52]=[CH:53][CH:54]=2)[CH2:45][CH2:44]1. Product: [F:23][C:17]1[C:18]([F:22])=[CH:19][CH:20]=[CH:21][C:16]=1[C@H:13]1[CH2:12][N:11]([CH2:24][C:25]([F:28])([F:26])[F:27])[C:10](=[O:29])[C@H:9]([NH:8][C:31]([N:43]2[CH2:44][CH2:45][CH:46]([C:49]3[C:50](=[O:55])[NH:51][N:52]=[CH:53][CH:54]=3)[CH2:47][CH2:48]2)=[O:32])[CH2:15][CH2:14]1. The catalyst class is: 7. (3) Reactant: [CH3:1][O:2][C:3]1[CH:24]=[C:23]([O:25][CH3:26])[CH:22]=[CH:21][C:4]=1[CH2:5][NH:6][CH2:7][C:8]1([NH:13][C:14](=[O:20])[O:15][C:16]([CH3:19])([CH3:18])[CH3:17])[CH2:12][CH2:11][CH2:10][CH2:9]1.CCN(CC)CC.[Br:34][CH2:35][C:36](Br)=[O:37]. Product: [Br:34][CH2:35][C:36]([N:6]([CH2:7][C:8]1([NH:13][C:14](=[O:20])[O:15][C:16]([CH3:19])([CH3:18])[CH3:17])[CH2:9][CH2:10][CH2:11][CH2:12]1)[CH2:5][C:4]1[CH:21]=[CH:22][C:23]([O:25][CH3:26])=[CH:24][C:3]=1[O:2][CH3:1])=[O:37]. The catalyst class is: 1. (4) Reactant: [OH:1][CH2:2][CH:3]1[CH:8]([CH3:9])[CH2:7][CH2:6][N:5]([C:10]([O:12][C:13]([CH3:16])([CH3:15])[CH3:14])=[O:11])[CH2:4]1.CC(OI1(OC(C)=O)(OC(C)=O)OC(=O)C2C=CC=CC1=2)=O. Product: [CH:2]([CH:3]1[CH:8]([CH3:9])[CH2:7][CH2:6][N:5]([C:10]([O:12][C:13]([CH3:14])([CH3:16])[CH3:15])=[O:11])[CH2:4]1)=[O:1]. The catalyst class is: 2. (5) Product: [CH2:1]([OH:3])[CH3:2].[C:1]([O:4][CH2:5][CH2:6][CH3:7])(=[O:3])[CH3:2]. The catalyst class is: 8. Reactant: [C:1]([O:4][CH2:5][CH2:6][CH3:7])(=[O:3])[CH3:2]. (6) Reactant: [NH2:1][C:2]1[CH:7]=[C:6]([O:8][C:9]2[CH:14]=[CH:13][C:12]([N+:15]([O-:17])=[O:16])=[CH:11][C:10]=2[F:18])[N:5]=[CH:4][N:3]=1.C(N(CC)CC)C.Cl[C:27](OC1C=CC=CC=1)=[O:28].[N:36]1([CH:41]2[CH2:46][CH2:45][NH:44][CH2:43][CH2:42]2)[CH2:40][CH2:39][CH2:38][CH2:37]1. Product: [F:18][C:10]1[CH:11]=[C:12]([N+:15]([O-:17])=[O:16])[CH:13]=[CH:14][C:9]=1[O:8][C:6]1[N:5]=[CH:4][N:3]=[C:2]([NH:1][C:27]([N:44]2[CH2:45][CH2:46][CH:41]([N:36]3[CH2:40][CH2:39][CH2:38][CH2:37]3)[CH2:42][CH2:43]2)=[O:28])[CH:7]=1. The catalyst class is: 213. (7) Reactant: [Cl:1][C:2]1[C:11]2[C:6](=[CH:7][CH:8]=[C:9]([CH2:12][OH:13])[CH:10]=2)[N:5]=[CH:4][N:3]=1.CC(OI1(OC(C)=O)(OC(C)=O)OC(=O)C2C=CC=CC1=2)=O. Product: [Cl:1][C:2]1[C:11]2[C:6](=[CH:7][CH:8]=[C:9]([CH:12]=[O:13])[CH:10]=2)[N:5]=[CH:4][N:3]=1. The catalyst class is: 2. (8) The catalyst class is: 58. Reactant: Cl[C:2]1[C:3]2[C:10]([I:11])=[C:9]([CH2:12][CH3:13])[S:8][C:4]=2[N:5]=[CH:6][N:7]=1.[OH:14][C@H:15]([CH2:21][C:22]1[CH:27]=[CH:26][CH:25]=[CH:24][C:23]=1[O:28][CH3:29])[C:16]([O:18][CH2:19][CH3:20])=[O:17].C([O-])([O-])=O.[Cs+].[Cs+].Cl. Product: [CH2:12]([C:9]1[S:8][C:4]2[N:5]=[CH:6][N:7]=[C:2]([O:14][C@H:15]([CH2:21][C:22]3[CH:27]=[CH:26][CH:25]=[CH:24][C:23]=3[O:28][CH3:29])[C:16]([O:18][CH2:19][CH3:20])=[O:17])[C:3]=2[C:10]=1[I:11])[CH3:13]. (9) Reactant: [N+:1]([CH2:4][CH2:5][C:6]([OH:8])=[O:7])([O-:3])=[O:2].[CH2:9](O)[CH3:10]. Product: [N+:1]([CH2:4][CH2:5][C:6]([O:8][CH2:9][CH3:10])=[O:7])([O-:3])=[O:2]. The catalyst class is: 65. (10) Reactant: C1(P(C2C=CC=CC=2)C2C=CC=CC=2)C=CC=CC=1.N1C=CN=C1.[I:25]I.O[CH2:28][CH2:29][CH2:30][CH2:31][NH:32][C:33]([C:35]1[CH2:36][S:37][C:38]2[C:43]([CH:44]=1)=[CH:42][CH:41]=[CH:40][CH:39]=2)=[O:34]. Product: [I:25][CH2:28][CH2:29][CH2:30][CH2:31][NH:32][C:33]([C:35]1[CH2:36][S:37][C:38]2[C:43]([CH:44]=1)=[CH:42][CH:41]=[CH:40][CH:39]=2)=[O:34]. The catalyst class is: 4.